Dataset: Full USPTO retrosynthesis dataset with 1.9M reactions from patents (1976-2016). Task: Predict the reactants needed to synthesize the given product. (1) Given the product [CH3:1][O:2][C:3]1[CH:8]=[CH:7][C:6]([NH:9][C:10]2[C:11]([NH2:16])=[CH:12][CH:13]=[CH:14][CH:15]=2)=[C:5]([CH3:19])[CH:4]=1, predict the reactants needed to synthesize it. The reactants are: [CH3:1][O:2][C:3]1[CH:8]=[CH:7][C:6]([NH:9][C:10]2[CH:15]=[CH:14][CH:13]=[CH:12][C:11]=2[N+:16]([O-])=O)=[C:5]([CH3:19])[CH:4]=1.CO.Cl. (2) Given the product [ClH:16].[F:17][C:18]1[C:19]2[N:20]([CH:24]=[C:25]([CH2:27][C@@H:28]3[CH2:33][CH2:32][CH2:31][CH2:30][N:29]3[C:8]([C:6]3[C:5]([O:11][CH2:12][CH:13]([CH3:15])[CH3:14])=[CH:4][CH:3]=[C:2]([CH3:1])[N:7]=3)=[O:10])[N:26]=2)[CH:21]=[CH:22][CH:23]=1, predict the reactants needed to synthesize it. The reactants are: [CH3:1][C:2]1[N:7]=[C:6]([C:8]([OH:10])=O)[C:5]([O:11][CH2:12][CH:13]([CH3:15])[CH3:14])=[CH:4][CH:3]=1.[ClH:16].[F:17][C:18]1[C:19]2[N:20]([CH:24]=[C:25]([CH2:27][C@@H:28]3[CH2:33][CH2:32][CH2:31][CH2:30][NH:29]3)[N:26]=2)[CH:21]=[CH:22][CH:23]=1. (3) The reactants are: [OH:1][CH2:2][C:3]1[CH:11]=[CH:10][C:6]([C:7]([OH:9])=O)=[CH:5][C:4]=1[C:12]([F:15])([F:14])[F:13].[NH2:16][C@H:17]1[C@H:22]2[C@@H:18]1[O:19][C:20]1[CH:26]=[CH:25][C:24]([O:27][C:28]3[CH:37]=[CH:36][N:35]=[C:34]4[C:29]=3[CH2:30][CH2:31][C:32](=[O:38])[NH:33]4)=[CH:23][C:21]=12.CN(C(ON1N=NC2C=CC=NC1=2)=[N+](C)C)C.F[P-](F)(F)(F)(F)F.CCN(C(C)C)C(C)C. Given the product [OH:1][CH2:2][C:3]1[CH:11]=[CH:10][C:6]([C:7]([NH:16][C@H:17]2[C@H:22]3[C@@H:18]2[O:19][C:20]2[CH:26]=[CH:25][C:24]([O:27][C:28]4[C:29]5[CH2:30][CH2:31][C:32](=[O:38])[NH:33][C:34]=5[N:35]=[CH:36][CH:37]=4)=[CH:23][C:21]=23)=[O:9])=[CH:5][C:4]=1[C:12]([F:15])([F:14])[F:13], predict the reactants needed to synthesize it. (4) Given the product [S:1]1[C:5]2[CH:6]=[CH:7][CH:8]=[CH:9][C:4]=2[N:3]=[C:2]1[N:10]1[C:14](=[O:15])[C:13](=[CH:28][N:29]([CH3:31])[CH3:30])[C:12]([C:16]2[CH:21]=[CH:20][CH:19]=[C:18]([C:22]([CH3:25])([CH3:24])[CH3:23])[CH:17]=2)=[N:11]1, predict the reactants needed to synthesize it. The reactants are: [S:1]1[C:5]2[CH:6]=[CH:7][CH:8]=[CH:9][C:4]=2[N:3]=[C:2]1[N:10]1[C:14](=[O:15])[CH:13]=[C:12]([C:16]2[CH:21]=[CH:20][CH:19]=[C:18]([C:22]([CH3:25])([CH3:24])[CH3:23])[CH:17]=2)[NH:11]1.CO[CH:28](OC)[N:29]([CH3:31])[CH3:30]. (5) Given the product [CH2:1]([NH:3][CH2:4][CH:5]([CH3:6])[CH2:7][Si:10]([O:13][CH3:14])([O:11][CH3:12])[O:9][CH3:8])[CH3:2], predict the reactants needed to synthesize it. The reactants are: [CH2:1]([NH:3][CH2:4][C:5](=[CH2:7])[CH3:6])[CH3:2].[CH3:8][O:9][SiH:10]([O:13][CH3:14])[O:11][CH3:12]. (6) Given the product [CH2:28]([O:30][C:31]1[CH:32]=[C:33]([CH:50]=[CH:51][CH:52]=1)[CH2:34][N:35]1[C:39]2=[N:40][CH:41]=[N:42][C:43]([N:44]3[CH2:45][CH2:46][N:47]([C:16](=[O:18])[C:15]4[CH:14]=[CH:13][C:12]([N:6]([C:4]([CH:1]5[CH2:2][CH2:3]5)=[O:5])[CH2:7][CH2:8][N:9]([CH3:10])[CH3:11])=[CH:22][CH:21]=4)[CH2:48][CH2:49]3)=[C:38]2[CH:37]=[N:36]1)[CH3:29], predict the reactants needed to synthesize it. The reactants are: [CH:1]1([C:4]([N:6]([C:12]2[CH:22]=[CH:21][C:15]([C:16]([O:18]CC)=O)=[CH:14][CH:13]=2)[CH2:7][CH2:8][N:9]([CH3:11])[CH3:10])=[O:5])[CH2:3][CH2:2]1.[OH-].[Na+].Cl.Cl.Cl.[CH2:28]([O:30][C:31]1[CH:32]=[C:33]([CH:50]=[CH:51][CH:52]=1)[CH2:34][N:35]1[C:39]2=[N:40][CH:41]=[N:42][C:43]([N:44]3[CH2:49][CH2:48][NH:47][CH2:46][CH2:45]3)=[C:38]2[CH:37]=[N:36]1)[CH3:29].ON1C2C=CC=CC=2N=N1.Cl.C(N=C=NCCCN(C)C)C.C(=O)([O-])O.[Na+]. (7) Given the product [Cl:1][C:2]1[CH:3]=[C:4]2[C:12](=[C:13]([NH:15][C:16]([C@H:18]3[N:19]([CH2:38][C:37]([OH:41])=[O:40])[CH2:20][C:21]([CH3:25])([CH3:24])[O:22][CH2:23]3)=[O:17])[CH:14]=1)[NH:11][C:10]1[CH:9]=[N:8][CH:7]=[CH:6][C:5]2=1, predict the reactants needed to synthesize it. The reactants are: [Cl:1][C:2]1[CH:3]=[C:4]2[C:12](=[C:13]([NH:15][C:16]([C@@H:18]3[CH2:23][O:22][C:21]([CH3:25])([CH3:24])[CH2:20][NH:19]3)=[O:17])[CH:14]=1)[NH:11][C:10]1[CH:9]=[N:8][CH:7]=[CH:6][C:5]2=1.C(N(CC)CC)C.C([BH3-])#N.[Na+].[C:37]([OH:41])(=[O:40])[CH:38]=O.